Regression. Given two drug SMILES strings and cell line genomic features, predict the synergy score measuring deviation from expected non-interaction effect. From a dataset of NCI-60 drug combinations with 297,098 pairs across 59 cell lines. (1) Drug 1: CC1C(C(CC(O1)OC2CC(CC3=C2C(=C4C(=C3O)C(=O)C5=C(C4=O)C(=CC=C5)OC)O)(C(=O)C)O)N)O.Cl. Drug 2: C1=NC2=C(N1)C(=S)N=C(N2)N. Cell line: HOP-62. Synergy scores: CSS=35.7, Synergy_ZIP=-8.57, Synergy_Bliss=-7.92, Synergy_Loewe=-4.79, Synergy_HSA=-2.67. (2) Drug 2: CC1C(C(=O)NC(C(=O)N2CCCC2C(=O)N(CC(=O)N(C(C(=O)O1)C(C)C)C)C)C(C)C)NC(=O)C3=C4C(=C(C=C3)C)OC5=C(C(=O)C(=C(C5=N4)C(=O)NC6C(OC(=O)C(N(C(=O)CN(C(=O)C7CCCN7C(=O)C(NC6=O)C(C)C)C)C)C(C)C)C)N)C. Cell line: HCT116. Synergy scores: CSS=53.5, Synergy_ZIP=8.09, Synergy_Bliss=10.8, Synergy_Loewe=10.3, Synergy_HSA=10.3. Drug 1: CC1OCC2C(O1)C(C(C(O2)OC3C4COC(=O)C4C(C5=CC6=C(C=C35)OCO6)C7=CC(=C(C(=C7)OC)O)OC)O)O. (3) Drug 1: CC1C(C(=O)NC(C(=O)N2CCCC2C(=O)N(CC(=O)N(C(C(=O)O1)C(C)C)C)C)C(C)C)NC(=O)C3=C4C(=C(C=C3)C)OC5=C(C(=O)C(=C(C5=N4)C(=O)NC6C(OC(=O)C(N(C(=O)CN(C(=O)C7CCCN7C(=O)C(NC6=O)C(C)C)C)C)C(C)C)C)N)C. Drug 2: CC1=C(C=C(C=C1)C(=O)NC2=CC(=CC(=C2)C(F)(F)F)N3C=C(N=C3)C)NC4=NC=CC(=N4)C5=CN=CC=C5. Cell line: A549. Synergy scores: CSS=12.4, Synergy_ZIP=10.2, Synergy_Bliss=13.8, Synergy_Loewe=9.59, Synergy_HSA=10.1. (4) Drug 1: CN1C2=C(C=C(C=C2)N(CCCl)CCCl)N=C1CCCC(=O)O.Cl. Drug 2: CC1CCCC2(C(O2)CC(NC(=O)CC(C(C(=O)C(C1O)C)(C)C)O)C(=CC3=CSC(=N3)C)C)C. Cell line: NCI-H322M. Synergy scores: CSS=30.2, Synergy_ZIP=0.398, Synergy_Bliss=-0.789, Synergy_Loewe=-15.6, Synergy_HSA=-0.0387. (5) Drug 1: CC=C1C(=O)NC(C(=O)OC2CC(=O)NC(C(=O)NC(CSSCCC=C2)C(=O)N1)C(C)C)C(C)C. Drug 2: C1=NNC2=C1C(=O)NC=N2. Cell line: HCC-2998. Synergy scores: CSS=61.9, Synergy_ZIP=4.75, Synergy_Bliss=-4.34, Synergy_Loewe=-67.2, Synergy_HSA=-4.66. (6) Drug 1: CN(C)N=NC1=C(NC=N1)C(=O)N. Drug 2: C#CCC(CC1=CN=C2C(=N1)C(=NC(=N2)N)N)C3=CC=C(C=C3)C(=O)NC(CCC(=O)O)C(=O)O. Cell line: HOP-62. Synergy scores: CSS=-4.86, Synergy_ZIP=1.10, Synergy_Bliss=-4.17, Synergy_Loewe=-5.41, Synergy_HSA=-7.58. (7) Drug 1: C#CCC(CC1=CN=C2C(=N1)C(=NC(=N2)N)N)C3=CC=C(C=C3)C(=O)NC(CCC(=O)O)C(=O)O. Drug 2: CC1CCCC2(C(O2)CC(NC(=O)CC(C(C(=O)C(C1O)C)(C)C)O)C(=CC3=CSC(=N3)C)C)C. Cell line: EKVX. Synergy scores: CSS=19.7, Synergy_ZIP=-5.90, Synergy_Bliss=-0.287, Synergy_Loewe=2.34, Synergy_HSA=2.03.